Dataset: Full USPTO retrosynthesis dataset with 1.9M reactions from patents (1976-2016). Task: Predict the reactants needed to synthesize the given product. (1) Given the product [CH3:1][O:2][C:3](=[O:22])[C:4]([NH:14][C:15]([O:17][C:18]([CH3:21])([CH3:20])[CH3:19])=[O:16])([C:8]1[CH:13]=[CH:12][CH:11]=[CH:10][CH:9]=1)[CH2:5][CH:6]=[O:23], predict the reactants needed to synthesize it. The reactants are: [CH3:1][O:2][C:3](=[O:22])[C:4]([NH:14][C:15]([O:17][C:18]([CH3:21])([CH3:20])[CH3:19])=[O:16])([C:8]1[CH:13]=[CH:12][CH:11]=[CH:10][CH:9]=1)[CH2:5][CH:6]=C.[O:23]=[O+][O-].C1C=CC(P(C2C=CC=CC=2)C2C=CC=CC=2)=CC=1. (2) Given the product [CH2:21]([C:12]1[CH:13]=[C:14]([S:17][CH2:35][C:34]2[CH:33]=[C:32]([C:37]3[CH:38]=[CH:39][C:40]([C:43]([F:46])([F:44])[F:45])=[CH:41][CH:42]=3)[O:31][C:30]=2[CH3:29])[CH:15]=[CH:16][C:11]=1[O:10][CH2:9][C:8]([OH:7])=[O:23])[CH3:22], predict the reactants needed to synthesize it. The reactants are: C(O)(=O)C.C([O:7][C:8](=[O:23])[CH2:9][O:10][C:11]1[CH:16]=[CH:15][C:14]([S:17](Cl)(=O)=O)=[CH:13][C:12]=1[CH2:21][CH3:22])C.Cl[Si](Cl)(C)C.[CH3:29][C:30]1[O:31][C:32]([C:37]2[CH:42]=[CH:41][C:40]([C:43]([F:46])([F:45])[F:44])=[CH:39][CH:38]=2)=[CH:33][C:34]=1[CH2:35]O. (3) Given the product [F:1][C:2]1[CH:7]=[C:6]([C:8]([F:11])([F:9])[F:10])[C:5]([C:12]2[CH:17]=[CH:16][C:15]([O:18][CH2:19][CH2:20][C:21]([OH:24])([CH3:22])[CH3:23])=[CH:14][C:13]=2[CH3:25])=[CH:4][C:3]=1[CH2:26][O:27][C:28]1[N:33]=[CH:32][C:31]2[C@@H:34]3[C@@H:37]([C:38]([OH:40])=[O:39])[C@@H:35]3[CH2:36][C:30]=2[CH:29]=1, predict the reactants needed to synthesize it. The reactants are: [F:1][C:2]1[CH:7]=[C:6]([C:8]([F:11])([F:10])[F:9])[C:5]([C:12]2[CH:17]=[CH:16][C:15]([O:18][CH2:19][CH2:20][C:21]([OH:24])([CH3:23])[CH3:22])=[CH:14][C:13]=2[CH3:25])=[CH:4][C:3]=1[CH2:26][O:27][C:28]1[N:33]=[CH:32][C:31]2[C@@H:34]3[C@@H:37]([C:38]([O:40]CC)=[O:39])[C@@H:35]3[CH2:36][C:30]=2[CH:29]=1.[Li+].[OH-].Cl. (4) Given the product [N:18]1([C:14]2[C:22]3[C:17](=[N:18][CH:19]=[CH:20][CH:21]=3)[N:16]([CH2:24][C:25]3[CH:29]=[CH:28][S:27][CH:26]=3)[CH:15]=2)[CH2:19][CH2:20][CH2:21][CH2:22][CH2:17]1, predict the reactants needed to synthesize it. The reactants are: C(OC(N1CCC([C:14]2[C:22]3[C:17](=[N:18][CH:19]=[CH:20][CH:21]=3)[NH:16][CH:15]=2)CC1)=O)(C)(C)C.Br[CH2:24][C:25]1[CH:29]=[CH:28][S:27][CH:26]=1. (5) Given the product [NH2:35][CH2:6][C@@H:7]([O:32][CH2:33][CH3:34])[CH2:8][C:9]1[CH:14]=[CH:13][C:12]([O:15][CH2:16][CH2:17][C:18]2[CH:23]=[CH:22][C:21]([NH:24][C:25](=[O:26])[O:27][C:28]([CH3:31])([CH3:30])[CH3:29])=[CH:20][CH:19]=2)=[CH:11][CH:10]=1, predict the reactants needed to synthesize it. The reactants are: CS(O[CH2:6][C@@H:7]([O:32][CH2:33][CH3:34])[CH2:8][C:9]1[CH:14]=[CH:13][C:12]([O:15][CH2:16][CH2:17][C:18]2[CH:23]=[CH:22][C:21]([NH:24][C:25]([O:27][C:28]([CH3:31])([CH3:30])[CH3:29])=[O:26])=[CH:20][CH:19]=2)=[CH:11][CH:10]=1)(=O)=O.[N-:35]=[N+]=[N-].[Na+].[H-].[H-].[H-].[H-].[Li+].[Al+3]. (6) The reactants are: [CH2:1]([N:8]([C:12](O)=O)[C:9](O)=O)[C:2]1[CH:7]=[CH:6][CH:5]=[CH:4][CH:3]=1.[C:15](C1NC=CN=1)(C1NC=CN=1)=[O:16].[C:27]1([C:33]2([NH2:36])[CH2:35][CH2:34]2)[CH:32]=[CH:31][CH:30]=[CH:29][CH:28]=1.C1C[O:40][CH2:39]C1. Given the product [CH2:1]([N:8]1[CH2:9][C:39](=[O:40])[N:36]([C:33]2([C:27]3[CH:32]=[CH:31][CH:30]=[CH:29][CH:28]=3)[CH2:35][CH2:34]2)[C:15](=[O:16])[CH2:12]1)[C:2]1[CH:3]=[CH:4][CH:5]=[CH:6][CH:7]=1, predict the reactants needed to synthesize it. (7) Given the product [CH:51]1[C:52]2[CH:53]([CH2:55][O:56][C:57](=[O:62])[NH:58][CH2:59][CH2:60][NH:61][C:27](=[O:28])[CH2:26][O:25][C:24]3[CH:30]=[CH:31][C:21]([C:3]([CH2:1][CH3:2])([C:6]4[CH:11]=[CH:10][C:9](/[CH:12]=[CH:13]/[C:14]([CH2:18][CH3:19])([OH:17])[CH2:15][CH3:16])=[C:8]([CH3:20])[CH:7]=4)[CH2:4][CH3:5])=[CH:22][C:23]=3[CH3:32])[C:54]3[C:46](=[CH:45][CH:44]=[CH:43][CH:42]=3)[C:47]=2[CH:48]=[CH:49][CH:50]=1, predict the reactants needed to synthesize it. The reactants are: [CH2:1]([C:3]([C:21]1[CH:31]=[CH:30][C:24]([O:25][CH2:26][C:27](O)=[O:28])=[C:23]([CH3:32])[CH:22]=1)([C:6]1[CH:11]=[CH:10][C:9]([CH:12]=[CH:13][C:14]([CH2:18][CH3:19])([OH:17])[CH2:15][CH3:16])=[C:8]([CH3:20])[CH:7]=1)[CH2:4][CH3:5])[CH3:2].C(N(C(C)C)CC)(C)C.[CH:42]1[C:54]2[CH:53]([CH2:55][O:56][C:57](=[O:62])[NH:58][CH2:59][CH2:60][NH2:61])[C:52]3[C:47](=[CH:48][CH:49]=[CH:50][CH:51]=3)[C:46]=2[CH:45]=[CH:44][CH:43]=1.CCN=C=NCCCN(C)C.Cl.C1C=C2N=NN(O)C2=CC=1.O.